Dataset: NCI-60 drug combinations with 297,098 pairs across 59 cell lines. Task: Regression. Given two drug SMILES strings and cell line genomic features, predict the synergy score measuring deviation from expected non-interaction effect. Drug 1: CC1=CC2C(CCC3(C2CCC3(C(=O)C)OC(=O)C)C)C4(C1=CC(=O)CC4)C. Drug 2: C1C(C(OC1N2C=C(C(=O)NC2=O)F)CO)O. Cell line: SK-MEL-28. Synergy scores: CSS=-2.83, Synergy_ZIP=-6.64, Synergy_Bliss=-13.7, Synergy_Loewe=-23.8, Synergy_HSA=-17.3.